The task is: Predict the product of the given reaction.. This data is from Forward reaction prediction with 1.9M reactions from USPTO patents (1976-2016). Given the reactants [CH3:1][NH:2][C:3]1[N:8]=[C:7]([CH2:9][CH2:10][OH:11])[CH:6]=[CH:5][CH:4]=1.C(N(CC)CC)C.[CH3:19][S:20](Cl)(=[O:22])=[O:21], predict the reaction product. The product is: [CH3:19][S:20]([O:11][CH2:10][CH2:9][C:7]1[CH:6]=[CH:5][CH:4]=[C:3]([NH:2][CH3:1])[N:8]=1)(=[O:22])=[O:21].